This data is from Forward reaction prediction with 1.9M reactions from USPTO patents (1976-2016). The task is: Predict the product of the given reaction. (1) The product is: [CH3:31][C:30]([CH3:33])([CH3:32])[C:29]([NH:28][C:25]1[CH:26]=[CH:27][C:22]([O:21][CH2:16][CH2:15][CH2:14][O:13][C:10]2[CH:9]=[CH:8][C:7]([CH2:6][C@H:5]([O:18][CH3:19])[C:4]([OH:3])=[O:20])=[CH:12][CH:11]=2)=[CH:23][CH:24]=1)=[O:34]. Given the reactants C([O:3][C:4](=[O:20])[C@@H:5]([O:18][CH3:19])[CH2:6][C:7]1[CH:12]=[CH:11][C:10]([O:13][CH2:14][CH2:15][CH2:16]Br)=[CH:9][CH:8]=1)C.[OH:21][C:22]1[CH:27]=[CH:26][C:25]([NH:28][C:29](=[O:34])[C:30]([CH3:33])([CH3:32])[CH3:31])=[CH:24][CH:23]=1.[OH-].[Na+], predict the reaction product. (2) Given the reactants [OH:1][C@@H:2]1[C@@H:10]([C@@H:11]([O:16][CH3:17])[C:12]([F:15])([F:14])[F:13])[O:9][C@H:8]2[C@H:4]([N:5]=[C:6]([N:18](C)[C:19](=O)OC(C)(C)C)[S:7]2)[C@H:3]1[OH:27].C[Mg]Cl, predict the reaction product. The product is: [CH3:19][NH:18][C:6]1[S:7][C@H:8]2[O:9][C@H:10]([C@@H:11]([O:16][CH3:17])[C:12]([F:13])([F:14])[F:15])[C@@H:2]([OH:1])[C@H:3]([OH:27])[C@H:4]2[N:5]=1. (3) Given the reactants [OH:1][C:2]1[CH:3]=[C:4]2[C:9](=[CH:10][C:11]=1[O:12][CH3:13])[N:8]=[CH:7][NH:6][C:5]2=[O:14].[C:15](OC(=O)C)(=[O:17])[CH3:16].N1C=CC=CC=1, predict the reaction product. The product is: [C:15]([O:1][C:2]1[CH:3]=[C:4]2[C:9](=[CH:10][C:11]=1[O:12][CH3:13])[N:8]=[CH:7][NH:6][C:5]2=[O:14])(=[O:17])[CH3:16]. (4) The product is: [CH3:37][O:36][C:33]1[CH:32]=[CH:31][C:30]([CH2:29][N:28]([CH2:27][C:26]2[CH:38]=[CH:39][C:23]([O:22][CH3:21])=[CH:24][CH:25]=2)[C:2]2[C:11]([N+:12]([O-:14])=[O:13])=[C:10]([NH:15][CH2:16][C:17]([CH3:20])([OH:19])[CH3:18])[C:9]3[C:4](=[CH:5][CH:6]=[CH:7][CH:8]=3)[N:3]=2)=[CH:35][CH:34]=1. Given the reactants Cl[C:2]1[C:11]([N+:12]([O-:14])=[O:13])=[C:10]([NH:15][CH2:16][C:17]([CH3:20])([OH:19])[CH3:18])[C:9]2[C:4](=[CH:5][CH:6]=[CH:7][CH:8]=2)[N:3]=1.[CH3:21][O:22][C:23]1[CH:39]=[CH:38][C:26]([CH2:27][NH:28][CH2:29][C:30]2[CH:35]=[CH:34][C:33]([O:36][CH3:37])=[CH:32][CH:31]=2)=[CH:25][CH:24]=1.C(N(CC)CC)C.CN1C(=O)CCC1, predict the reaction product. (5) Given the reactants CC([Si](C)(C)[O:6][CH:7]1[CH2:31][CH2:30][C:10]2([CH2:14][N:13]([C:15]([O:17][CH2:18][C:19]3[CH:24]=[CH:23][CH:22]=[CH:21][CH:20]=3)=[O:16])[CH:12]([C:25]([O:27][CH2:28][CH3:29])=[O:26])[CH2:11]2)[CH2:9][CH2:8]1)(C)C.C(O)(=O)C.CCCC[N+](CCCC)(CCCC)CCCC.[F-].C1C=CN=CC=1.F.C([O-])(O)=O.[Na+].C(=O)([O-])[O-].[K+].[K+], predict the reaction product. The product is: [OH:6][CH:7]1[CH2:8][CH2:9][C:10]2([CH2:14][N:13]([C:15]([O:17][CH2:18][C:19]3[CH:24]=[CH:23][CH:22]=[CH:21][CH:20]=3)=[O:16])[CH:12]([C:25]([O:27][CH2:28][CH3:29])=[O:26])[CH2:11]2)[CH2:30][CH2:31]1. (6) Given the reactants [C:1]([O:5][C:6](=[O:34])[NH:7][CH2:8][CH2:9][N:10]1[C:14]2[C:15]([N:19]([CH2:22][CH3:23])[CH2:20][CH3:21])=[CH:16][CH:17]=[CH:18][C:13]=2[N:12]=[C:11]1[CH:24]([C:26]1[CH:31]=[CH:30][C:29]([Cl:32])=[CH:28][C:27]=1[Cl:33])O)([CH3:4])([CH3:3])[CH3:2].C1(P(C2C=CC=CC=2)C2C=CC=CC=2)C=CC=CC=1.N(C(OCC)=O)=NC(OCC)=O.C1(C)C=CC=CC=1, predict the reaction product. The product is: [Cl:33][C:27]1[CH:28]=[C:29]([Cl:32])[CH:30]=[CH:31][C:26]=1[CH:24]1[C:11]2=[N:12][C:13]3[CH:18]=[CH:17][CH:16]=[C:15]([N:19]([CH2:22][CH3:23])[CH2:20][CH3:21])[C:14]=3[N:10]2[CH2:9][CH2:8][N:7]1[C:6]([O:5][C:1]([CH3:4])([CH3:3])[CH3:2])=[O:34].